This data is from NCI-60 drug combinations with 297,098 pairs across 59 cell lines. The task is: Regression. Given two drug SMILES strings and cell line genomic features, predict the synergy score measuring deviation from expected non-interaction effect. (1) Drug 1: CCC1=C2CN3C(=CC4=C(C3=O)COC(=O)C4(CC)O)C2=NC5=C1C=C(C=C5)O. Drug 2: CC1=C(C(=O)C2=C(C1=O)N3CC4C(C3(C2COC(=O)N)OC)N4)N. Cell line: HCT116. Synergy scores: CSS=72.4, Synergy_ZIP=-4.34, Synergy_Bliss=-5.91, Synergy_Loewe=0.720, Synergy_HSA=2.78. (2) Drug 1: CC1C(C(=O)NC(C(=O)N2CCCC2C(=O)N(CC(=O)N(C(C(=O)O1)C(C)C)C)C)C(C)C)NC(=O)C3=C4C(=C(C=C3)C)OC5=C(C(=O)C(=C(C5=N4)C(=O)NC6C(OC(=O)C(N(C(=O)CN(C(=O)C7CCCN7C(=O)C(NC6=O)C(C)C)C)C)C(C)C)C)N)C. Drug 2: CC12CCC3C(C1CCC2OP(=O)(O)O)CCC4=C3C=CC(=C4)OC(=O)N(CCCl)CCCl.[Na+]. Cell line: SK-MEL-28. Synergy scores: CSS=41.2, Synergy_ZIP=13.5, Synergy_Bliss=23.8, Synergy_Loewe=15.3, Synergy_HSA=20.4. (3) Drug 1: C1=CC(=CC=C1C#N)C(C2=CC=C(C=C2)C#N)N3C=NC=N3. Drug 2: C1C(C(OC1N2C=C(C(=O)NC2=O)F)CO)O. Cell line: T-47D. Synergy scores: CSS=1.03, Synergy_ZIP=5.17, Synergy_Bliss=5.16, Synergy_Loewe=-0.216, Synergy_HSA=-3.65. (4) Drug 1: CC1=C2C(C(=O)C3(C(CC4C(C3C(C(C2(C)C)(CC1OC(=O)C(C(C5=CC=CC=C5)NC(=O)OC(C)(C)C)O)O)OC(=O)C6=CC=CC=C6)(CO4)OC(=O)C)OC)C)OC. Drug 2: CC(C)NC(=O)C1=CC=C(C=C1)CNNC.Cl. Cell line: SF-268. Synergy scores: CSS=21.4, Synergy_ZIP=-2.74, Synergy_Bliss=-5.88, Synergy_Loewe=-38.9, Synergy_HSA=-8.52. (5) Drug 1: C1=CN(C=N1)CC(O)(P(=O)(O)O)P(=O)(O)O. Drug 2: CCN(CC)CCCC(C)NC1=C2C=C(C=CC2=NC3=C1C=CC(=C3)Cl)OC. Cell line: NCI-H522. Synergy scores: CSS=20.9, Synergy_ZIP=-7.96, Synergy_Bliss=-5.16, Synergy_Loewe=-5.88, Synergy_HSA=-2.40.